This data is from Forward reaction prediction with 1.9M reactions from USPTO patents (1976-2016). The task is: Predict the product of the given reaction. (1) Given the reactants [C:1]([O:5][C:6](=[O:33])[N:7]([CH2:22][C:23]1[CH:28]=[CH:27][C:26]([C:29]([CH3:32])([CH3:31])[CH3:30])=[CH:25][CH:24]=1)[CH2:8][CH2:9][C:10]1[CH:15]=[CH:14][CH:13]=[C:12]([C:16]#[C:17][Si](C)(C)C)[CH:11]=1)([CH3:4])([CH3:3])[CH3:2].CCCC[N+](CCCC)(CCCC)CCCC.[F-], predict the reaction product. The product is: [C:1]([O:5][C:6](=[O:33])[N:7]([CH2:22][C:23]1[CH:28]=[CH:27][C:26]([C:29]([CH3:32])([CH3:31])[CH3:30])=[CH:25][CH:24]=1)[CH2:8][CH2:9][C:10]1[CH:15]=[CH:14][CH:13]=[C:12]([C:16]#[CH:17])[CH:11]=1)([CH3:3])([CH3:4])[CH3:2]. (2) Given the reactants [NH2:1][CH2:2][C:3]1[CH:8]=[CH:7][C:6]([C:9]2[C:17]3[O:16][C:15]([NH:18][C:19]4[CH:24]=[C:23]([O:25][CH3:26])[C:22]([O:27][CH3:28])=[C:21]([O:29][CH3:30])[CH:20]=4)=[N:14][C:13]=3[CH:12]=[CH:11][CH:10]=2)=[CH:5][CH:4]=1.[CH3:31][S:32](Cl)(=[O:34])=[O:33], predict the reaction product. The product is: [CH3:26][O:25][C:23]1[CH:24]=[C:19]([NH:18][C:15]2[O:16][C:17]3[C:9]([C:6]4[CH:7]=[CH:8][C:3]([CH2:2][NH:1][S:32]([CH3:31])(=[O:34])=[O:33])=[CH:4][CH:5]=4)=[CH:10][CH:11]=[CH:12][C:13]=3[N:14]=2)[CH:20]=[C:21]([O:29][CH3:30])[C:22]=1[O:27][CH3:28].